From a dataset of Full USPTO retrosynthesis dataset with 1.9M reactions from patents (1976-2016). Predict the reactants needed to synthesize the given product. (1) Given the product [NH2:1][C:2]1([C:17]2[NH:21][C:20]3[CH:22]=[CH:23][CH:24]=[C:25]([CH:26]=[O:27])[C:19]=3[N:18]=2)[CH2:7][CH2:6][N:5]([C:8]2[C:9]3[CH:16]=[CH:15][NH:14][C:10]=3[N:11]=[CH:12][N:13]=2)[CH2:4][CH2:3]1, predict the reactants needed to synthesize it. The reactants are: [NH2:1][C:2]1([C:17]2[NH:21][C:20]3[CH:22]=[CH:23][CH:24]=[C:25]([CH2:26][OH:27])[C:19]=3[N:18]=2)[CH2:7][CH2:6][N:5]([C:8]2[C:9]3[CH:16]=[CH:15][NH:14][C:10]=3[N:11]=[CH:12][N:13]=2)[CH2:4][CH2:3]1.C(Cl)Cl. (2) Given the product [C:1]([C:3]1[CH:4]=[C:5]([CH:10]([CH3:14])[C:11]([NH:57][CH2:56][C:55]2[C:50]([N:47]3[CH2:48][CH2:49][CH:44]([CH3:43])[CH2:45][CH2:46]3)=[N:51][C:52]([C:58]([F:61])([F:59])[F:60])=[CH:53][CH:54]=2)=[O:13])[CH:6]=[CH:7][C:8]=1[F:9])#[N:2], predict the reactants needed to synthesize it. The reactants are: [C:1]([C:3]1[CH:4]=[C:5]([CH:10]([CH3:14])[C:11]([OH:13])=O)[CH:6]=[CH:7][C:8]=1[F:9])#[N:2].CN(C)CCCN=C=NCC.ON1C2C=CC=CC=2N=N1.C(N(CC)CC)C.[CH3:43][CH:44]1[CH2:49][CH2:48][N:47]([C:50]2[C:55]([CH2:56][NH2:57])=[CH:54][CH:53]=[C:52]([C:58]([F:61])([F:60])[F:59])[N:51]=2)[CH2:46][CH2:45]1. (3) The reactants are: [CH3:1][O:2][C:3]1[CH:8]=[CH:7][CH:6]=[C:5]([O:9][CH3:10])[C:4]=1[CH:11]([NH:18][CH2:19][C:20]1[CH:21]=[N:22][C:23]2[C:28]([CH:29]=1)=[CH:27][CH:26]=[CH:25][CH:24]=2)[CH2:12][CH2:13][CH2:14][C:15]([OH:17])=O.CN(C(ON1N=NC2C=CC=NC1=2)=[N+](C)C)C.F[P-](F)(F)(F)(F)F.CCN(C(C)C)C(C)C.O. Given the product [CH3:10][O:9][C:5]1[CH:6]=[CH:7][CH:8]=[C:3]([O:2][CH3:1])[C:4]=1[CH:11]1[N:18]([CH2:19][C:20]2[CH:21]=[N:22][C:23]3[C:28]([CH:29]=2)=[CH:27][CH:26]=[CH:25][CH:24]=3)[C:15](=[O:17])[CH2:14][CH2:13][CH2:12]1, predict the reactants needed to synthesize it. (4) Given the product [C:38]1([CH3:48])[CH:39]=[CH:40][C:41]([S:44]([OH:47])(=[O:45])=[O:46])=[CH:42][CH:43]=1.[NH:8]1[CH2:9][CH2:10][CH:11]([C:14]2[S:15](=[O:33])(=[O:34])[NH:16][C:17]3[CH:24]=[CH:23][CH:22]=[CH:21][C:18]=3[CH:19]=2)[CH2:12][CH2:13]1, predict the reactants needed to synthesize it. The reactants are: C(OC([N:8]1[CH2:13][CH2:12][CH:11]([CH:14]2[C:19](=O)[C:18]3[CH:21]=[CH:22][CH:23]=[CH:24][C:17]=3[N:16](COCC[Si](C)(C)C)[S:15]2(=[O:34])=[O:33])[CH2:10][CH2:9]1)=O)(C)(C)C.[BH4-].[Na+].O.[C:38]1([CH3:48])[CH:43]=[CH:42][C:41]([S:44]([OH:47])(=[O:46])=[O:45])=[CH:40][CH:39]=1. (5) Given the product [Cl:1][C:2]1[CH:38]=[CH:37][C:5]2[NH:6][C:7]([C@@H:9]([NH:11][C:12](=[O:36])[C:13]3[CH:18]=[CH:17][C:16]([C:19]([N:21]4[CH2:25][CH2:24][CH2:23][C@H:22]4[CH2:26][NH2:27])=[O:20])=[C:15]([Cl:35])[CH:14]=3)[CH3:10])=[N:8][C:4]=2[CH:3]=1, predict the reactants needed to synthesize it. The reactants are: [Cl:1][C:2]1[CH:38]=[CH:37][C:5]2[NH:6][C:7]([C@@H:9]([NH:11][C:12](=[O:36])[C:13]3[CH:18]=[CH:17][C:16]([C:19]([N:21]4[CH2:25][CH2:24][CH2:23][C@H:22]4[CH2:26][NH:27]C(OC(C)(C)C)=O)=[O:20])=[C:15]([Cl:35])[CH:14]=3)[CH3:10])=[N:8][C:4]=2[CH:3]=1.FC(F)(F)C(O)=O.ClCCl.CO.N.ClCl.